This data is from Full USPTO retrosynthesis dataset with 1.9M reactions from patents (1976-2016). The task is: Predict the reactants needed to synthesize the given product. (1) Given the product [CH2:16]([O:17][CH:18]1[C@@H:22]2[CH:23]=[N:24][C:25]3[CH:32]=[C:31]([O:33][CH3:34])[CH:30]=[CH:29][C:26]=3[C:27](=[O:28])[N:21]2[CH2:20][CH2:19]1)[CH2:15][CH2:14][CH2:13][CH2:12][CH2:11][CH2:10][CH2:9][CH2:8][O:49][CH:50]1[C@@H:54]2[CH:55]=[N:56][C:57]3[CH:64]=[C:63]([O:65][CH3:66])[CH:62]=[CH:61][C:58]=3[C:59](=[O:60])[N:53]2[CH2:52][CH2:51]1, predict the reactants needed to synthesize it. The reactants are: C(O)(C(F)(F)F)=O.[CH2:8]([O:49][CH:50]1[C@H:54]2[C@H:55](OC3CCCCO3)[N:56](C(OC(C)(C)C)=O)[C:57]3[CH:64]=[C:63]([O:65][CH3:66])[CH:62]=[CH:61][C:58]=3[C:59](=[O:60])[N:53]2[CH2:52][CH2:51]1)[CH2:9][CH2:10][CH2:11][CH2:12][CH2:13][CH2:14][CH2:15][CH2:16][O:17][CH:18]1[C@H:22]2[C@H:23](OC3CCCCO3)[N:24](C(OC(C)(C)C)=O)[C:25]3[CH:32]=[C:31]([O:33][CH3:34])[CH:30]=[CH:29][C:26]=3[C:27](=[O:28])[N:21]2[CH2:20][CH2:19]1.C([O-])(O)=O.[Na+]. (2) Given the product [C:24]([O:23][C:21]([N:7]1[CH2:6][CH2:5][C:4]2[C:9](=[C:10]([Br:13])[CH:11]=[CH:12][C:3]=2[O:2][CH3:1])[CH2:8]1)=[O:22])([CH3:27])([CH3:26])[CH3:25], predict the reactants needed to synthesize it. The reactants are: [CH3:1][O:2][C:3]1[CH:12]=[CH:11][C:10]([Br:13])=[C:9]2[C:4]=1[CH2:5][CH2:6][NH:7][CH2:8]2.CCN(CC)CC.[C:21](O[C:21]([O:23][C:24]([CH3:27])([CH3:26])[CH3:25])=[O:22])([O:23][C:24]([CH3:27])([CH3:26])[CH3:25])=[O:22]. (3) Given the product [Br:47][C:48]1[CH:53]=[CH:52][C:51]([N:45]2[C:44]3[CH:43]=[CH:42][CH:41]=[CH:40][C:39]=3[C:38]3[C:46]2=[CH:34][CH:35]=[CH:36][CH:37]=3)=[CH:50][CH:49]=1, predict the reactants needed to synthesize it. The reactants are: C1(C2C=CC(N3C4C=CC=CC=4C4C3=CC=CC=4)=CC=2)C2SC3C(=CC=CC=3)SC=2C=CC=1.[CH:34]1[C:46]2[NH:45][C:44]3[C:39](=[CH:40][CH:41]=[CH:42][CH:43]=3)[C:38]=2[CH:37]=[CH:36][CH:35]=1.[Br:47][C:48]1[CH:53]=[CH:52][C:51](I)=[CH:50][CH:49]=1.C([O-])([O-])=O.[K+].[K+]. (4) Given the product [Br:19][C:16]1[CH:17]=[CH:18][C:13]([C:10]2[CH2:9][C@H:8]([CH2:7][OH:6])[O:12][N:11]=2)=[N:14][CH:15]=1, predict the reactants needed to synthesize it. The reactants are: C([O:6][CH2:7][CH:8]1[O:12][N:11]=[C:10]([C:13]2[CH:18]=[CH:17][C:16]([Br:19])=[CH:15][N:14]=2)[CH2:9]1)(=O)CCC. (5) Given the product [C:16]([O:19][CH2:2][C:3]1[CH:8]=[CH:7][C:6]([C:9]([F:12])([F:11])[F:10])=[CH:5][C:4]=1[N+:13]([O-:15])=[O:14])(=[O:18])[CH3:17], predict the reactants needed to synthesize it. The reactants are: Cl[CH2:2][C:3]1[CH:8]=[CH:7][C:6]([C:9]([F:12])([F:11])[F:10])=[CH:5][C:4]=1[N+:13]([O-:15])=[O:14].[C:16]([O-:19])(=[O:18])[CH3:17].[Na+]. (6) The reactants are: [OH:1][CH2:2][CH2:3][N:4]1[CH2:9][CH2:8][N:7]([C:10]2[CH:17]=[CH:16][C:13]([C:14]#[N:15])=[CH:12][N:11]=2)[CH2:6][CH2:5]1.N1C=CN=C1.[Si:23](Cl)([C:26]([CH3:29])([CH3:28])[CH3:27])([CH3:25])[CH3:24]. Given the product [C:26]([Si:23]([CH3:25])([CH3:24])[O:1][CH2:2][CH2:3][N:4]1[CH2:5][CH2:6][N:7]([C:10]2[CH:17]=[CH:16][C:13]([C:14]#[N:15])=[CH:12][N:11]=2)[CH2:8][CH2:9]1)([CH3:29])([CH3:28])[CH3:27], predict the reactants needed to synthesize it. (7) Given the product [CH2:20]([NH:27][C:2]1[CH:3]=[C:4]([CH:16]=[CH:17][C:18]=1[Cl:19])[CH2:5][C:6]1([C:9]([O:11][C:12]([CH3:15])([CH3:14])[CH3:13])=[O:10])[CH2:8][CH2:7]1)[C:21]1[CH:26]=[CH:25][CH:24]=[CH:23][CH:22]=1, predict the reactants needed to synthesize it. The reactants are: Br[C:2]1[CH:3]=[C:4]([CH:16]=[CH:17][C:18]=1[Cl:19])[CH2:5][C:6]1([C:9]([O:11][C:12]([CH3:15])([CH3:14])[CH3:13])=[O:10])[CH2:8][CH2:7]1.[CH2:20]([NH2:27])[C:21]1[CH:26]=[CH:25][CH:24]=[CH:23][CH:22]=1.CC(C)([O-])C.[Na+].C1(P(C2C=CC=CC=2)C2C=CC3C(=CC=CC=3)C=2C2C3C(=CC=CC=3)C=CC=2P(C2C=CC=CC=2)C2C=CC=CC=2)C=CC=CC=1. (8) Given the product [NH:3]1[C:4]2[CH:9]=[CH:8][CH:7]=[CH:6][C:5]=2[N:1]=[C:2]1[C:10]1[C:18]2[C:13](=[CH:14][CH:15]=[C:16]([NH2:19])[CH:17]=2)[N:12]([CH:22]2[CH2:27][CH2:26][CH2:25][CH2:24][O:23]2)[N:11]=1, predict the reactants needed to synthesize it. The reactants are: [NH:1]1[C:5]2[CH:6]=[CH:7][CH:8]=[CH:9][C:4]=2[N:3]=[C:2]1[C:10]1[C:18]2[C:13](=[CH:14][CH:15]=[C:16]([N+:19]([O-])=O)[CH:17]=2)[N:12]([CH:22]2[CH2:27][CH2:26][CH2:25][CH2:24][O:23]2)[N:11]=1.[H][H].